Dataset: Full USPTO retrosynthesis dataset with 1.9M reactions from patents (1976-2016). Task: Predict the reactants needed to synthesize the given product. (1) The reactants are: [Cl:1][C:2]1[CH:3]=[C:4]([NH:11][S:12]([C:15]2[CH:20]=[CH:19][C:18]([Cl:21])=[C:17]([C:22]([F:25])([F:24])[F:23])[CH:16]=2)(=[O:14])=[O:13])[C:5]([C:8](O)=[O:9])=[N:6][CH:7]=1.[CH3:26][NH:27][C:28]1[CH:33]=[CH:32][CH:31]=[C:30]([CH3:34])[N:29]=1.F[P-](F)(F)(F)(F)F.N1(O[P+](N(C)C)(N(C)C)N(C)C)C2C=CC=CC=2N=N1.CCN(C(C)C)C(C)C. Given the product [CH3:26][N:27]([C:28]1[CH:33]=[CH:32][CH:31]=[C:30]([CH3:34])[N:29]=1)[C:8]([C:5]1[C:4]([NH:11][S:12]([C:15]2[CH:20]=[CH:19][C:18]([Cl:21])=[C:17]([C:22]([F:23])([F:24])[F:25])[CH:16]=2)(=[O:13])=[O:14])=[CH:3][C:2]([Cl:1])=[CH:7][N:6]=1)=[O:9], predict the reactants needed to synthesize it. (2) Given the product [CH:28]1([C:31]([O:24][CH:23]([CH:25]2[CH2:27][CH2:26]2)[C:5]2[C:6]3[N:7]4[CH2:14][CH2:13][CH2:12][N:11]([C:15]5[CH:20]=[CH:19][C:18]([Cl:21])=[CH:17][C:16]=5[Cl:22])[C:8]4=[N:9][C:10]=3[C:2]([Cl:1])=[CH:3][CH:4]=2)=[O:32])[CH2:30][CH2:29]1, predict the reactants needed to synthesize it. The reactants are: [Cl:1][C:2]1[C:10]2[N:9]=[C:8]3[N:11]([C:15]4[CH:20]=[CH:19][C:18]([Cl:21])=[CH:17][C:16]=4[Cl:22])[CH2:12][CH2:13][CH2:14][N:7]3[C:6]=2[C:5]([CH:23]([CH:25]2[CH2:27][CH2:26]2)[OH:24])=[CH:4][CH:3]=1.[CH:28]1([C:31](O)=[O:32])[CH2:30][CH2:29]1.C(N(CC)CC)C.Cl.C(N=C=NCCCN(C)C)C.[Cl-].[NH4+].